This data is from Peptide-MHC class I binding affinity with 185,985 pairs from IEDB/IMGT. The task is: Regression. Given a peptide amino acid sequence and an MHC pseudo amino acid sequence, predict their binding affinity value. This is MHC class I binding data. The peptide sequence is KIWGRKSWPL. The MHC is HLA-B08:01 with pseudo-sequence HLA-B08:01. The binding affinity (normalized) is 0.450.